Dataset: Reaction yield outcomes from USPTO patents with 853,638 reactions. Task: Predict the reaction yield, written as a fraction of the theoretical maximum amount of product (1.0 means a 100% yield; for example, 0.34 means a 34% yield). (1) The reactants are [OH:1][CH2:2][CH2:3][CH2:4][CH2:5][NH:6][C:7](=[O:13])[O:8][C:9]([CH3:12])([CH3:11])[CH3:10].[OH:14][C:15]1[CH:23]=[CH:22][CH:21]=[C:20](O)[C:16]=1[C:17]([O-:19])=[O:18].[C:25]1(P(C2C=CC=CC=2)C2C=CC=CC=2)C=CC=CC=1.N(C(OCC)=O)=NC(OCC)=O. The catalyst is C1COCC1. The product is [C:9]([O:8][C:7]([NH:6][CH2:5][CH2:4][CH2:3][CH2:2][O:1][C:20]1[CH:21]=[CH:22][CH:23]=[C:15]([OH:14])[C:16]=1[C:17]([O:19][CH3:25])=[O:18])=[O:13])([CH3:10])([CH3:12])[CH3:11]. The yield is 0.570. (2) The reactants are [C:1]1([Mg]Br)[CH:6]=[CH:5][CH:4]=[CH:3][CH:2]=1.[CH:9](=[O:13])/[CH:10]=[CH:11]/[CH3:12].[Cl-].[NH4+]. The catalyst is O1CCCC1.CCOCC. The product is [C:1]1([CH:9]([OH:13])[CH:10]=[CH:11][CH3:12])[CH:6]=[CH:5][CH:4]=[CH:3][CH:2]=1. The yield is 0.999. (3) The reactants are [F:1][C:2]1[CH:3]=[C:4]([C:21]2[CH:22]=[N:23][N:24]3[CH:29]=[CH:28][C:27]([N:30]4[C@@H:34]([CH:35]([CH3:37])[CH3:36])[CH2:33][N:32]([CH:38]5[CH2:41][N:40](C(OC(C)(C)C)=O)[CH2:39]5)[C:31]4=[O:49])=[N:26][C:25]=23)[CH:5]=[CH:6][C:7]=1[C:8]1[N:12](COCC[Si](C)(C)C)[N:11]=[CH:10][N:9]=1.C([O-])(O)=O.[Na+]. The catalyst is CCO. The product is [NH:40]1[CH2:41][CH:38]([N:32]2[CH2:33][C@H:34]([CH:35]([CH3:37])[CH3:36])[N:30]([C:27]3[CH:28]=[CH:29][N:24]4[N:23]=[CH:22][C:21]([C:4]5[CH:5]=[CH:6][C:7]([C:8]6[N:9]=[CH:10][NH:11][N:12]=6)=[C:2]([F:1])[CH:3]=5)=[C:25]4[N:26]=3)[C:31]2=[O:49])[CH2:39]1. The yield is 0.820. (4) The reactants are CCOP(ON1N=NC2C=CC=CC=2C1=O)(OCC)=O.CCN(C(C)C)C(C)C.[CH3:30][O:31][C:32](=[O:46])[CH2:33][CH2:34][CH2:35][CH2:36][CH2:37][C@H:38]([O:42][CH2:43][CH:44]=[CH2:45])[C:39]([OH:41])=O.[Cl-].[CH2:48]([C:51]1[N:52]([S:70]([C:73]2[CH:78]=[CH:77][C:76]([CH3:79])=[CH:75][CH:74]=2)(=[O:72])=[O:71])[C:53]2[C:58]([C:59]=1[C:60]([NH:62][C:63]1[CH:68]=[CH:67][CH:66]=[CH:65][C:64]=1[NH3+:69])=[O:61])=[CH:57][CH:56]=[CH:55][CH:54]=2)[CH:49]=[CH2:50]. The catalyst is C1COCC1. The product is [CH3:30][O:31][C:32](=[O:46])[CH2:33][CH2:34][CH2:35][CH2:36][CH2:37][C@H:38]([O:42][CH2:43][CH:44]=[CH2:45])[C:39](=[O:41])[NH:69][C:64]1[CH:65]=[CH:66][CH:67]=[CH:68][C:63]=1[NH:62][C:60]([C:59]1[C:58]2[C:53](=[CH:54][CH:55]=[CH:56][CH:57]=2)[N:52]([S:70]([C:73]2[CH:78]=[CH:77][C:76]([CH3:79])=[CH:75][CH:74]=2)(=[O:72])=[O:71])[C:51]=1[CH2:48][CH:49]=[CH2:50])=[O:61]. The yield is 0.780. (5) The reactants are [Cl:1][C:2]1[CH:3]=[N:4][C:5]2[NH:6][C:7]3[CH:8]=[C:9]([C:26]([O:28]C)=[O:27])[CH:10]=[C:11]([CH:25]=3)[O:12][CH2:13][CH2:14][S:15][C:16]3[CH:24]=[C:20]([NH:21][C:22]=1[N:23]=2)[CH:19]=[CH:18][CH:17]=3.[OH-].[Na+]. The catalyst is CO.O1CCCC1. The product is [Cl:1][C:2]1[CH:3]=[N:4][C:5]2[NH:6][C:7]3[CH:8]=[C:9]([C:26]([OH:28])=[O:27])[CH:10]=[C:11]([CH:25]=3)[O:12][CH2:13][CH2:14][S:15][C:16]3[CH:24]=[C:20]([NH:21][C:22]=1[N:23]=2)[CH:19]=[CH:18][CH:17]=3. The yield is 0.970. (6) The reactants are [C:1]([S:4][CH2:5][CH:6]([CH2:18][CH2:19][C:20]1[CH:25]=[CH:24][CH:23]=[CH:22][CH:21]=1)[C:7]([NH:9][C@H:10]([C:15]([OH:17])=O)[CH2:11][CH:12]([CH3:14])[CH3:13])=[O:8])(=[O:3])[CH3:2].[NH2:26][C:27]1[CH:32]=[CH:31][CH:30]=[CH:29][CH:28]=1.O.ON1C2C=CC=CC=2N=N1.CN1CCOCC1. The catalyst is C1COCC1.C(Cl)Cl. The product is [C:27]1([NH:26][C:15](=[O:17])[C@H:10]([CH2:11][CH:12]([CH3:13])[CH3:14])[NH:9][C:7](=[O:8])[CH:6]([CH2:5][S:4][C:1](=[O:3])[CH3:2])[CH2:18][CH2:19][C:20]2[CH:25]=[CH:24][CH:23]=[CH:22][CH:21]=2)[CH:32]=[CH:31][CH:30]=[CH:29][CH:28]=1. The yield is 0.500. (7) The reactants are C([O:3][C:4](=[O:31])[CH2:5][CH:6]1[S:10][C:9]([C:11]2[NH:12][C:13]3[C:18]([CH:19]=2)=[CH:17][C:16]([O:20][C:21]2[CH:22]=[N:23][C:24]([S:27]([CH3:30])(=[O:29])=[O:28])=[CH:25][CH:26]=2)=[CH:15][CH:14]=3)=[N:8][CH2:7]1)C.[OH-].[Na+]. The catalyst is C(O)C.O1CCCC1. The product is [CH3:30][S:27]([C:24]1[N:23]=[CH:22][C:21]([O:20][C:16]2[CH:17]=[C:18]3[C:13](=[CH:14][CH:15]=2)[NH:12][C:11]([C:9]2[S:10][CH:6]([CH2:5][C:4]([OH:31])=[O:3])[CH2:7][N:8]=2)=[CH:19]3)=[CH:26][CH:25]=1)(=[O:28])=[O:29]. The yield is 0.590. (8) The reactants are C([O:3][C:4](=[O:15])[CH2:5][CH:6]([C:8]1[CH:13]=[CH:12][CH:11]=[C:10]([F:14])[CH:9]=1)[CH3:7])C.[OH-].[Na+].C(OCC)C. The catalyst is C(O)C.O. The product is [F:14][C:10]1[CH:9]=[C:8]([CH:6]([CH3:7])[CH2:5][C:4]([OH:15])=[O:3])[CH:13]=[CH:12][CH:11]=1. The yield is 0.926. (9) The product is [CH2:10]([O:12][C:13]([C:15]1[C:20]([O:21][CH2:22][CH3:23])=[C:19]([N:24]2[CH2:25][CH2:26][O:27][CH2:28][CH2:29]2)[N:18]=[C:17]([C:30]2[CH:31]=[CH:32][C:33]([NH:36][C:8]([NH:7][C:1]3[CH:6]=[CH:5][CH:4]=[CH:3][CH:2]=3)=[O:9])=[CH:34][CH:35]=2)[N:16]=1)=[O:14])[CH3:11]. The reactants are [C:1]1([N:7]=[C:8]=[O:9])[CH:6]=[CH:5][CH:4]=[CH:3][CH:2]=1.[CH2:10]([O:12][C:13]([C:15]1[C:20]([O:21][CH2:22][CH3:23])=[C:19]([N:24]2[CH2:29][CH2:28][O:27][CH2:26][CH2:25]2)[N:18]=[C:17]([C:30]2[CH:35]=[CH:34][C:33]([NH2:36])=[CH:32][CH:31]=2)[N:16]=1)=[O:14])[CH3:11]. The yield is 0.830. The catalyst is C1(C)C=CC=CC=1.